Regression/Classification. Given a drug SMILES string, predict its toxicity properties. Task type varies by dataset: regression for continuous values (e.g., LD50, hERG inhibition percentage) or binary classification for toxic/non-toxic outcomes (e.g., AMES mutagenicity, cardiotoxicity, hepatotoxicity). Dataset: herg_karim. From a dataset of hERG potassium channel inhibition data for cardiac toxicity prediction from Karim et al.. (1) The drug is CC(C)Oc1cc(Nc2nc3c(cc2F)ncn3[C@@H](CO)c2ccc(F)cn2)[nH]n1. The result is 0 (non-blocker). (2) The drug is Cc1cccnc1CN1CCC2(CC1)C(=O)N(c1ccc(-c3cnc(O)nc3)cc1)C(=O)N2c1cc(O)ncn1. The result is 0 (non-blocker). (3) The compound is COC(=O)[C@H]1C[C@@H]1COc1ccc2ncc(F)c(CCC34CCC(NCc5ccc6c(n5)NC(=O)CO6)(CC3)CO4)c2n1. The result is 1 (blocker). (4) The compound is CC1CCN(Cc2ccc3c(c2)Cc2c-3n[nH]c2-c2csc(C#CCOc3ccccc3)c2)CC1. The result is 1 (blocker). (5) The drug is c1ccc(CN2CCN(CCC3CCc4c3cnn4-c3ccccc3)CC2)cc1. The result is 1 (blocker).